From a dataset of Retrosynthesis with 50K atom-mapped reactions and 10 reaction types from USPTO. Predict the reactants needed to synthesize the given product. (1) Given the product CCOC(=O)c1cc2cc(Cn3cc(C(O)(CC)C(F)(F)F)nn3)ccn2c1-c1ccc(F)nc1, predict the reactants needed to synthesize it. The reactants are: C#CC(O)(CC)C(F)(F)F.CCOC(=O)c1cc2cc(CN=[N+]=[N-])ccn2c1-c1ccc(F)nc1. (2) The reactants are: CC(=O)O.CCOC(=O)c1c(N)sc2c1CCCC2. Given the product CCOC(=O)c1c(NC(C)=O)sc2c1CCCC2, predict the reactants needed to synthesize it. (3) Given the product Nc1cccc(/C=C/CNC(=O)C(F)(F)F)c1, predict the reactants needed to synthesize it. The reactants are: O=C(NC/C=C/c1cccc([N+](=O)[O-])c1)C(F)(F)F. (4) Given the product O=S(=O)(Nc1ccc(F)c(Nc2ncccc2-c2ncnc3[nH]cnc23)c1F)c1ccsc1, predict the reactants needed to synthesize it. The reactants are: O=S(=O)(Nc1ccc(F)c(Nc2ncccc2-c2ncnc3c2ncn3C2CCCCO2)c1F)c1ccsc1. (5) The reactants are: Cc1ncc(-c2cccc(N)c2)n1C.Clc1nccc2c(Br)cccc12. Given the product Cc1ncc(-c2cccc(Nc3nccc4c(Br)cccc34)c2)n1C, predict the reactants needed to synthesize it. (6) Given the product COC(=O)c1c(Br)ccn1NC(=O)[C@H](C)NC(=O)OC(C)(C)C, predict the reactants needed to synthesize it. The reactants are: COC(=O)c1c(Br)ccn1N.C[C@H](NC(=O)OC(C)(C)C)C(=O)O. (7) The reactants are: O=C(Cl)CCCl.c1ccc2c(c1)CCO2. Given the product O=C(CCCl)c1ccc2c(c1)CCO2, predict the reactants needed to synthesize it. (8) Given the product COc1ccc(-c2n[nH]c3ccsc23)cc1, predict the reactants needed to synthesize it. The reactants are: COc1ccc(C(=NN)c2sccc2Br)cc1. (9) Given the product CC(C)c1cccc([C@@H]2CNC[C@@H]2CN(Cc2ccccc2)c2ccc(Cl)cc2)c1, predict the reactants needed to synthesize it. The reactants are: CC(C)c1cccc([C@@H]2CN(C(=O)OC(C)(C)C)C[C@H]2CN(Cc2ccccc2)c2ccc(Cl)cc2)c1. (10) Given the product OCCCCSCCC1OCCO1, predict the reactants needed to synthesize it. The reactants are: BrCCC1OCCO1.OCCCCS.